This data is from Catalyst prediction with 721,799 reactions and 888 catalyst types from USPTO. The task is: Predict which catalyst facilitates the given reaction. (1) Reactant: [OH:1][C:2]1[CH:7]=[CH:6][CH:5]=[C:4]([O:8][CH3:9])[C:3]=1[CH3:10].C(=O)([O-])[O-].[K+].[K+].[CH2:17]([N:19]([CH2:23][CH3:24])[C:20](Cl)=[O:21])[CH3:18].C1(C)C=CC=CC=1. Product: [CH2:17]([N:19]([CH2:23][CH3:24])[C:20]([O:1][C:2]1[CH:7]=[CH:6][CH:5]=[C:4]([O:8][CH3:9])[C:3]=1[CH3:10])=[O:21])[CH3:18]. The catalyst class is: 47. (2) Reactant: [Br:1][C:2]1[CH:9]=[CH:8][CH:7]=[CH:6][C:3]=1[CH2:4][NH2:5].[CH3:10]N. Product: [Br:1][C:2]1[CH:9]=[CH:8][CH:7]=[CH:6][C:3]=1[CH2:4][NH:5][CH3:10]. The catalyst class is: 100. (3) Reactant: C(OC([N:8]1[CH2:17][CH2:16][C:15]2[N:14]([CH2:18][C:19]3[CH:24]=[CH:23][CH:22]=[CH:21][CH:20]=3)[N:13]=[C:12]([C:25]3[CH:30]=[CH:29][C:28]([C:31]([F:34])([F:33])[F:32])=[CH:27][CH:26]=3)[C:11]=2[CH2:10][CH2:9]1)=O)(C)(C)C.[O-]P([O-])([O-])=O.[K+].[K+].[K+].FC(F)(F)C1C=CC(B(O)O)=CC=1. Product: [CH2:18]([N:14]1[C:15]2[CH2:16][CH2:17][NH:8][CH2:9][CH2:10][C:11]=2[C:12]([C:25]2[CH:26]=[CH:27][C:28]([C:31]([F:34])([F:32])[F:33])=[CH:29][CH:30]=2)=[N:13]1)[C:19]1[CH:24]=[CH:23][CH:22]=[CH:21][CH:20]=1. The catalyst class is: 1. (4) The catalyst class is: 5. Product: [NH2:5][CH2:6][CH:7]1[CH2:11][CH2:10][N:9]([C:12]([O:14][C:15]([CH3:18])([CH3:17])[CH3:16])=[O:13])[CH2:8]1. Reactant: FC(F)(F)C([NH:5][CH2:6][CH:7]1[CH2:11][CH2:10][N:9]([C:12]([O:14][C:15]([CH3:18])([CH3:17])[CH3:16])=[O:13])[CH2:8]1)=O.[OH-].[Na+]. (5) Reactant: [Br:1][C:2]1[CH:3]=[C:4]([NH:23]CC2C=CC=CN=2)[CH:5]=[C:6]2[C:11]=1[N:10]=[CH:9][C:8]([C:12]#[N:13])=[C:7]2[NH:14][C:15]1[CH:20]=[CH:19][C:18]([F:21])=[C:17]([Cl:22])[CH:16]=1.[CH:31]([C:34]1[N:35]=[CH:36][NH:37][C:38]=1[CH:39]=O)([CH3:33])[CH3:32].[BH3-]C#N.[Na+]. Product: [Br:1][C:2]1[CH:3]=[C:4]([NH:23][CH2:39][C:38]2[NH:37][CH:36]=[N:35][C:34]=2[CH:31]([CH3:33])[CH3:32])[CH:5]=[C:6]2[C:11]=1[N:10]=[CH:9][C:8]([C:12]#[N:13])=[C:7]2[NH:14][C:15]1[CH:20]=[CH:19][C:18]([F:21])=[C:17]([Cl:22])[CH:16]=1. The catalyst class is: 36. (6) Reactant: C([N:8]1[CH2:13][CH2:12][N:11]([C:14]2([CH3:18])[CH2:17][O:16][CH2:15]2)[CH2:10][CH2:9]1)C1C=CC=CC=1. Product: [CH3:18][C:14]1([N:11]2[CH2:12][CH2:13][NH:8][CH2:9][CH2:10]2)[CH2:15][O:16][CH2:17]1. The catalyst class is: 29. (7) Reactant: [CH3:1][O:2][C:3]1[CH:4]=[C:5]2[C:10](=[CH:11][C:12]=1[O:13][CH3:14])[N:9]=[CH:8][N:7]=[C:6]2[O:15][C:16]1[CH:22]=[CH:21][C:19]([NH2:20])=[CH:18][CH:17]=1.Cl[C:24](Cl)([O:26]C(=O)OC(Cl)(Cl)Cl)Cl.[CH3:35][CH2:36][CH:37]([OH:42])[CH2:38][CH2:39][CH2:40][CH3:41].C(=O)(O)[O-].[Na+]. Product: [CH3:1][O:2][C:3]1[CH:4]=[C:5]2[C:10](=[CH:11][C:12]=1[O:13][CH3:14])[N:9]=[CH:8][N:7]=[C:6]2[O:15][C:16]1[CH:22]=[CH:21][C:19]([NH:20][C:24](=[O:26])[O:42][CH:37]([CH2:36][CH3:35])[CH2:38][CH2:39][CH2:40][CH3:41])=[CH:18][CH:17]=1. The catalyst class is: 208.